This data is from Peptide-MHC class I binding affinity with 185,985 pairs from IEDB/IMGT. The task is: Regression. Given a peptide amino acid sequence and an MHC pseudo amino acid sequence, predict their binding affinity value. This is MHC class I binding data. (1) The peptide sequence is KIQNFRVYY. The binding affinity (normalized) is 0. The MHC is HLA-B54:01 with pseudo-sequence HLA-B54:01. (2) The peptide sequence is KGLGVNPTL. The MHC is Mamu-B08 with pseudo-sequence Mamu-B08. The binding affinity (normalized) is 0.167. (3) The MHC is HLA-C06:02 with pseudo-sequence HLA-C06:02. The binding affinity (normalized) is 0.158. The peptide sequence is AYIDNYNKV.